From a dataset of Reaction yield outcomes from USPTO patents with 853,638 reactions. Predict the reaction yield, written as a fraction of the theoretical maximum amount of product (1.0 means a 100% yield; for example, 0.34 means a 34% yield). The reactants are [CH2:1]([N:8]1[C:16]2[C:11](=[CH:12][CH:13]=[C:14]([OH:17])[CH:15]=2)[C:10]([C:18]([NH:20][CH2:21][C:22]2[CH:27]=[CH:26][C:25]([F:28])=[C:24]([F:29])[CH:23]=2)=[O:19])=[C:9]1[CH:30]([CH3:32])[CH3:31])[C:2]1[CH:7]=[CH:6][CH:5]=[CH:4][CH:3]=1.[C:33](Cl)(=[O:37])[CH:34]([CH3:36])[CH3:35]. The catalyst is N1C=CC=CC=1. The product is [C:33]([O:17][C:14]1[CH:15]=[C:16]2[C:11]([C:10]([C:18](=[O:19])[NH:20][CH2:21][C:22]3[CH:27]=[CH:26][C:25]([F:28])=[C:24]([F:29])[CH:23]=3)=[C:9]([CH:30]([CH3:32])[CH3:31])[N:8]2[CH2:1][C:2]2[CH:7]=[CH:6][CH:5]=[CH:4][CH:3]=2)=[CH:12][CH:13]=1)(=[O:37])[CH:34]([CH3:36])[CH3:35]. The yield is 0.800.